The task is: Predict the product of the given reaction.. This data is from Forward reaction prediction with 1.9M reactions from USPTO patents (1976-2016). (1) Given the reactants [Cl:1][C:2]1[C:7]([O:8][CH3:9])=[CH:6][C:5]([C:10]2[O:11][CH:12]=[CH:13][CH:14]=2)=[CH:4][C:3]=1[O:15][CH3:16].[CH2:17]([O:19][CH:20]([C:27]1[CH:32]=[CH:31][C:30]([C:33]2[O:34][C:35]([CH3:38])=[N:36][N:37]=2)=[CH:29][CH:28]=1)[C:21](N(OC)C)=[O:22])[CH3:18], predict the reaction product. The product is: [Cl:1][C:2]1[C:7]([O:8][CH3:9])=[CH:6][C:5]([C:10]2[O:11][C:12]([C:21](=[O:22])[CH:20]([O:19][CH2:17][CH3:18])[C:27]3[CH:28]=[CH:29][C:30]([C:33]4[O:34][C:35]([CH3:38])=[N:36][N:37]=4)=[CH:31][CH:32]=3)=[CH:13][CH:14]=2)=[CH:4][C:3]=1[O:15][CH3:16]. (2) Given the reactants [CH3:1][C:2]1[CH:6]=[C:5]([CH3:7])[NH:4][N:3]=1.[H-].[Na+].[Cl:10][C:11]1[CH:18]=[C:17](F)[CH:16]=[CH:15][C:12]=1[C:13]#[N:14].O, predict the reaction product. The product is: [Cl:10][C:11]1[CH:18]=[C:17]([N:3]2[C:2]([CH3:1])=[CH:6][C:5]([CH3:7])=[N:4]2)[CH:16]=[CH:15][C:12]=1[C:13]#[N:14]. (3) Given the reactants Br[CH2:2][C:3]1[C:12]2[C:7](=[C:8]([F:14])[C:9]([F:13])=[CH:10][CH:11]=2)[NH:6][C:5](=[O:15])[CH:4]=1.[CH3:16][N:17]1[C:21]([C:22]2[NH:26][C:25]3[CH:27]=[CH:28][CH:29]=[CH:30][C:24]=3[N:23]=2)=[CH:20][CH:19]=[N:18]1, predict the reaction product. The product is: [F:13][C:9]1[C:8]([F:14])=[C:7]2[C:12]([C:3]([CH2:2][N:26]3[C:25]4[CH:27]=[CH:28][CH:29]=[CH:30][C:24]=4[N:23]=[C:22]3[C:21]3[N:17]([CH3:16])[N:18]=[CH:19][CH:20]=3)=[CH:4][C:5](=[O:15])[NH:6]2)=[CH:11][CH:10]=1. (4) Given the reactants [CH3:1][O:2][C:3]1[C:4]([N+:20]([O-])=O)=[CH:5][C:6]2[CH2:12][CH2:11][CH:10]([N:13]3[CH2:18][CH2:17][O:16][CH2:15][CH2:14]3)[CH2:9][CH2:8][C:7]=2[CH:19]=1.[CH3:1][O:2][C:3]1[C:4]([NH2:20])=[CH:5][C:6]2[CH2:12][CH2:11][CH:10]([N:13]3[CH2:14][CH2:15][O:16][CH2:17][CH2:18]3)[CH2:9][CH2:8][C:7]=2[CH:19]=1.C(O)C.[H][H], predict the reaction product. The product is: [CH3:1][O:2][C:3]1[C:4]([NH2:20])=[CH:5][C:6]2[CH2:12][CH2:11][CH:10]([N:13]3[CH2:14][CH2:15][O:16][CH2:17][CH2:18]3)[CH2:9][CH2:8][C:7]=2[CH:19]=1. (5) Given the reactants [F:1][C:2]([F:7])([F:6])[CH:3]1[O:5][CH2:4]1.[CH2:8]([Li])[CH2:9][CH2:10][CH3:11].COC1C=CC=CC=1C=[N:22][C:23]1[CH:32]=[CH:31][CH:30]=[C:29]2[C:24]=1[CH:25]=[CH:26][C:27]([CH3:33])=[N:28]2.C(OCC)C.[CH2:39]1[CH2:43][O:42][CH2:41][CH2:40]1, predict the reaction product. The product is: [CH3:41][O:42][C:43]1[CH:11]=[CH:10][CH:9]=[CH:8][C:39]=1[CH:40]([C:26]1[C:27]([CH3:33])=[N:28][C:29]2[CH:30]=[CH:31][CH:32]=[C:23]([NH2:22])[C:24]=2[CH:25]=1)[C:3]1([C:2]([F:7])([F:6])[F:1])[CH2:4][O:5]1.